From a dataset of Catalyst prediction with 721,799 reactions and 888 catalyst types from USPTO. Predict which catalyst facilitates the given reaction. (1) Reactant: Cl[CH2:2][CH2:3][CH2:4][O:5][C:6]1[CH:14]=[C:13]2[C:9]([CH:10]=[N:11][NH:12]2)=[CH:8][C:7]=1[NH2:15].[N-:16]=[N+:17]=[N-:18].[Na+]. Product: [N:16]([CH2:2][CH2:3][CH2:4][O:5][C:6]1[CH:14]=[C:13]2[C:9]([CH:10]=[N:11][NH:12]2)=[CH:8][C:7]=1[NH2:15])=[N+:17]=[N-:18]. The catalyst class is: 9. (2) Product: [CH2:1]([C:8]1[C:9]([O:29][C:30]2[CH:35]=[CH:34][C:33]([F:36])=[CH:32][C:31]=2[CH:37]([OH:39])[CH3:38])=[N:10][C:11]2[C:16]([CH:17]=1)=[CH:15][C:14]([N:18]1[CH:22]=[C:21]([C:23]3[CH:28]=[CH:27][CH:26]=[CH:25][CH:24]=3)[N:20]=[N:19]1)=[CH:13][CH:12]=2)[C:2]1[CH:3]=[CH:4][CH:5]=[CH:6][CH:7]=1. The catalyst class is: 199. Reactant: [CH2:1]([C:8]1[C:9]([O:29][C:30]2[CH:35]=[CH:34][C:33]([F:36])=[CH:32][C:31]=2[C:37](=[O:39])[CH3:38])=[N:10][C:11]2[C:16]([CH:17]=1)=[CH:15][C:14]([N:18]1[CH:22]=[C:21]([C:23]3[CH:28]=[CH:27][CH:26]=[CH:25][CH:24]=3)[N:20]=[N:19]1)=[CH:13][CH:12]=2)[C:2]1[CH:7]=[CH:6][CH:5]=[CH:4][CH:3]=1.[BH4-].[Na+]. (3) Reactant: [OH-].[K+].[Br:3][C:4]1[CH:9]=[CH:8][C:7]([CH2:10][C:11]([CH:21]([C:27]([O:29]CC)=[O:28])[C:22]([O:24]CC)=[O:23])([CH3:20])[CH2:12][C:13]2[CH:18]=[CH:17][C:16]([Br:19])=[CH:15][CH:14]=2)=[CH:6][CH:5]=1.CCO.O. Product: [Br:3][C:4]1[CH:5]=[CH:6][C:7]([CH2:10][C:11]([CH:21]([C:22]([OH:24])=[O:23])[C:27]([OH:29])=[O:28])([CH3:20])[CH2:12][C:13]2[CH:18]=[CH:17][C:16]([Br:19])=[CH:15][CH:14]=2)=[CH:8][CH:9]=1. The catalyst class is: 6. (4) Product: [CH2:12]([NH:7][C@H:8]([CH3:11])[CH2:9][OH:10])[C:13]1[CH:18]=[CH:17][CH:16]=[CH:15][CH:14]=1. The catalyst class is: 50. Reactant: CN(C[C@@H]1[O:10][CH2:9][C@@H:8]([CH3:11])[N:7]([CH2:12][C:13]2[CH:18]=[CH:17][CH:16]=[CH:15][CH:14]=2)C1)C.